Task: Predict the reactants needed to synthesize the given product.. Dataset: Full USPTO retrosynthesis dataset with 1.9M reactions from patents (1976-2016) (1) Given the product [Cl:1][C:2]1[CH:3]=[CH:4][C:5]([O:23][CH2:31][C:28]2[CH:29]=[CH:30][C:25]([Cl:24])=[CH:26][CH:27]=2)=[C:6]([CH:22]=1)[C:7]([NH:9][C@H:10]([C:12]1[CH:21]=[CH:20][C:15]([C:16]([O:18][CH3:19])=[O:17])=[CH:14][CH:13]=1)[CH3:11])=[O:8], predict the reactants needed to synthesize it. The reactants are: [Cl:1][C:2]1[CH:3]=[CH:4][C:5]([OH:23])=[C:6]([CH:22]=1)[C:7]([NH:9][C@H:10]([C:12]1[CH:21]=[CH:20][C:15]([C:16]([O:18][CH3:19])=[O:17])=[CH:14][CH:13]=1)[CH3:11])=[O:8].[Cl:24][C:25]1[CH:30]=[CH:29][C:28]([CH2:31]O)=[CH:27][CH:26]=1. (2) Given the product [CH3:33][C:21]1([CH2:20][N:16]2[CH2:15][C@@:14]3([CH2:34][CH2:35][CH2:36][C@H:12]([CH2:11][N:8]4[C:7]5[CH:37]=[C:3]([C:1]#[N:2])[CH:4]=[CH:5][C:6]=5[N:10]=[CH:9]4)[CH2:13]3)[O:18][C:17]2=[O:19])[CH2:25][CH2:24][NH:23][CH2:22]1, predict the reactants needed to synthesize it. The reactants are: [C:1]([C:3]1[CH:4]=[CH:5][C:6]2[N:10]=[CH:9][N:8]([CH2:11][C@H:12]3[CH2:36][CH2:35][CH2:34][C@:14]4([O:18][C:17](=[O:19])[N:16]([CH2:20][C:21]5([CH3:33])[CH2:25][CH2:24][N:23](C(OC(C)(C)C)=O)[CH2:22]5)[CH2:15]4)[CH2:13]3)[C:7]=2[CH:37]=1)#[N:2].Cl. (3) Given the product [F:8][C:7]1[CH:6]=[C:5]([N+:9]([O-:11])=[O:10])[CH:4]=[C:3]2[C:2]=1[N:17]([CH3:16])[C:13](=[O:15])[CH2:12]2, predict the reactants needed to synthesize it. The reactants are: F[C:2]1[C:7]([F:8])=[CH:6][C:5]([N+:9]([O-:11])=[O:10])=[CH:4][C:3]=1[CH2:12][C:13]([OH:15])=O.[CH3:16][NH2:17].O.Cl.